Dataset: Reaction yield outcomes from USPTO patents with 853,638 reactions. Task: Predict the reaction yield, written as a fraction of the theoretical maximum amount of product (1.0 means a 100% yield; for example, 0.34 means a 34% yield). (1) The reactants are [CH2:1]([N:8]1[CH2:13][CH2:12][C:11]([CH3:15])(O)[CH2:10][CH2:9]1)[C:2]1[CH:7]=[CH:6][CH:5]=[CH:4][CH:3]=1.[Al+3].[Cl-].[Cl-].[Cl-].[OH-].[Na+]. The catalyst is C1C=CC=CC=1. The product is [CH2:1]([N:8]1[CH2:13][CH2:12][C:11]([CH3:15])([C:2]2[CH:7]=[CH:6][CH:5]=[CH:4][CH:3]=2)[CH2:10][CH2:9]1)[C:2]1[CH:7]=[CH:6][CH:5]=[CH:4][CH:3]=1. The yield is 0.520. (2) The reactants are [C:1]1([N:7]2[C:11]([NH:12][C:13]3[CH:18]=[CH:17][CH:16]=[CH:15][CH:14]=3)=[CH:10][C:9]([CH2:19][OH:20])=[N:8]2)[CH:6]=[CH:5][CH:4]=[CH:3][CH:2]=1.C(N(CC)CC)C.O. The catalyst is CS(C)=O. The product is [C:1]1([N:7]2[C:11]([NH:12][C:13]3[CH:14]=[CH:15][CH:16]=[CH:17][CH:18]=3)=[CH:10][C:9]([CH:19]=[O:20])=[N:8]2)[CH:2]=[CH:3][CH:4]=[CH:5][CH:6]=1. The yield is 0.810.